From a dataset of Forward reaction prediction with 1.9M reactions from USPTO patents (1976-2016). Predict the product of the given reaction. (1) The product is: [CH3:32][N:33]([CH3:34])[C:1](=[O:2])[CH2:4][N:5]1[C:14]2[C:9](=[CH:10][CH:11]=[CH:12][CH:13]=2)[CH2:8][CH:7]([CH2:15][N:16]2[CH2:17][CH2:18][C:19]3([C:29]4[C:24](=[CH:25][CH:26]=[CH:27][CH:28]=4)[CH2:23][CH2:22]3)[CH2:20][CH2:21]2)[C:6]1=[O:30]. Given the reactants [C:1]([CH2:4][N:5]1[C:14]2[C:9](=[CH:10][CH:11]=[CH:12][CH:13]=2)[CH2:8][CH:7]([CH2:15][N:16]2[CH2:21][CH2:20][C:19]3([C:29]4[C:24](=[CH:25][CH:26]=[CH:27][CH:28]=4)[CH2:23][CH2:22]3)[CH2:18][CH2:17]2)[C:6]1=[O:30])(O)=[O:2].Cl.[CH3:32][NH:33][CH3:34].CCN=C=NCCCN(C)C.C1C=CC2N(O)N=NC=2C=1, predict the reaction product. (2) Given the reactants [Cl:1][C:2]1[CH:3]=[CH:4][C:5]([O:10][CH2:11][C:12]2[CH:17]=[CH:16][C:15]([Cl:18])=[CH:14][C:13]=2[F:19])=[C:6]([CH:9]=1)[CH:7]=[O:8].[CH3:20][Mg]Br.[Cl-].[NH4+], predict the reaction product. The product is: [Cl:1][C:2]1[CH:3]=[CH:4][C:5]([O:10][CH2:11][C:12]2[CH:17]=[CH:16][C:15]([Cl:18])=[CH:14][C:13]=2[F:19])=[C:6]([CH:7]([OH:8])[CH3:20])[CH:9]=1. (3) Given the reactants FC(F)(F)C(O[C:6](=[O:11])[C:7](F)(F)F)=O.[Br:14][C:15]1[C:24]([CH3:25])=[CH:23][CH:22]=[C:21]2[C:16]=1[CH:17]=CC=[N+:20]2[O-].C([O-])(O)=O.[Na+], predict the reaction product. The product is: [Br:14][C:15]1[C:24]([CH3:25])=[CH:23][CH:22]=[C:21]2[C:16]=1[CH:17]=[CH:7][C:6](=[O:11])[NH:20]2. (4) Given the reactants FC(F)(F)C1C=CC([C:9]2[CH:14]=[CH:13][CH:12]=[C:11]([CH2:15][O:16][C:17]3[CH:22]=[CH:21][C:20]([C:23]4([CH2:27][C:28]([O:30][CH2:31][CH3:32])=[O:29])[CH2:26][O:25][CH2:24]4)=[CH:19][CH:18]=3)[CH:10]=2)=CC=1.O[C:36]1[CH:41]=[CH:40][C:39](C2(CC(OCC)=O)COC2)=[CH:38][CH:37]=1.C1(C2C=CC(CBr)=CC=2)C=CC=CC=1, predict the reaction product. The product is: [C:14]1([C:36]2[CH:41]=[CH:40][CH:39]=[CH:38][CH:37]=2)[CH:13]=[CH:12][C:11]([CH2:15][O:16][C:17]2[CH:18]=[CH:19][C:20]([C:23]3([CH2:27][C:28]([O:30][CH2:31][CH3:32])=[O:29])[CH2:24][O:25][CH2:26]3)=[CH:21][CH:22]=2)=[CH:10][CH:9]=1. (5) Given the reactants [CH2:1]([C:5]1[NH:9][N:8]=[C:7]([CH2:10][NH:11][C:12]([O:14][C:15]([CH3:18])([CH3:17])[CH3:16])=[O:13])[N:6]=1)[CH2:2][CH2:3]C.N=C(CC)C(OCC)=O, predict the reaction product. The product is: [CH2:1]([C:5]1[NH:9][N:8]=[C:7]([CH2:10][NH:11][C:12]([O:14][C:15]([CH3:16])([CH3:18])[CH3:17])=[O:13])[N:6]=1)[CH2:2][CH3:3].